This data is from Reaction yield outcomes from USPTO patents with 853,638 reactions. The task is: Predict the reaction yield, written as a fraction of the theoretical maximum amount of product (1.0 means a 100% yield; for example, 0.34 means a 34% yield). (1) The yield is 0.570. The product is [F:1][C:2]1[CH:13]=[CH:12][C:5]2[N:6]([CH3:16])[C:7](=[O:11])[O:8][C:9](=[O:10])[C:4]=2[CH:3]=1. The catalyst is CN(C=O)C. The reactants are [F:1][C:2]1[CH:13]=[CH:12][C:5]2[NH:6][C:7](=[O:11])[O:8][C:9](=[O:10])[C:4]=2[CH:3]=1.[H-].[Na+].[CH3:16]I. (2) The reactants are [CH2:1]([O:8][C:9](Cl)=[O:10])[C:2]1[CH:7]=[CH:6][CH:5]=[CH:4][CH:3]=1.C(N(CC)CC)C.[CH2:19]([NH:21][CH2:22][CH2:23][OH:24])[CH3:20]. The catalyst is C(Cl)Cl. The product is [CH2:19]([N:21]([CH2:22][CH2:23][OH:24])[C:9](=[O:10])[O:8][CH2:1][C:2]1[CH:7]=[CH:6][CH:5]=[CH:4][CH:3]=1)[CH3:20]. The yield is 0.970. (3) The reactants are [C:1]([O:5][C:6](=[O:13])[C@@H:7]1[CH2:11][CH2:10][C:9](=[O:12])[NH:8]1)([CH3:4])([CH3:3])[CH3:2].[Li+].CC([N-]C(C)C)C.[N:22]([C:25]1[CH:33]=[CH:32][CH:31]=[CH:30][C:26]=1[C:27](Cl)=[O:28])=[N+:23]=[N-:24]. The catalyst is C1COCC1. The product is [C:1]([O:5][C:6]([C@@H:7]1[CH2:11][CH2:10][C:9](=[O:12])[N:8]1[C:27](=[O:28])[C:26]1[CH:30]=[CH:31][CH:32]=[CH:33][C:25]=1[N:22]=[N+:23]=[N-:24])=[O:13])([CH3:4])([CH3:2])[CH3:3]. The yield is 0.820. (4) The catalyst is C(Cl)(Cl)Cl. The product is [C:34]1(/[CH:33]=[CH:32]/[C:31]([O:41][CH:26]([O:25][C:23]([NH:7][C:3]2([C:4]([OH:6])=[O:5])[CH2:2][CH2:1]2)=[O:24])[CH:27]([CH3:29])[CH3:28])=[O:40])[CH:35]=[CH:36][CH:37]=[CH:38][CH:39]=1. The yield is 0.122. The reactants are [CH2:1]1[C:3]([NH2:7])([C:4]([OH:6])=[O:5])[CH2:2]1.Cl[Si](C)(C)C.CCN(C(C)C)C(C)C.Cl[C:23]([O:25][CH:26](Cl)[CH:27]([CH3:29])[CH3:28])=[O:24].[C:31]([OH:41])(=[O:40])/[CH:32]=[CH:33]/[C:34]1[CH:39]=[CH:38][CH:37]=[CH:36][CH:35]=1.